This data is from Catalyst prediction with 721,799 reactions and 888 catalyst types from USPTO. The task is: Predict which catalyst facilitates the given reaction. (1) Reactant: [Si]([O:8][CH2:9][C@@H:10]([N:19]1[CH:24]=[CH:23][C:22]([C:25]2[CH:30]=[CH:29][N:28]=[C:27]([NH:31][C:32]3[CH:37]=[CH:36][N:35]=[C:34]([CH3:38])[N:33]=3)[N:26]=2)=[CH:21][C:20]1=[O:39])[C:11]1[CH:16]=[CH:15][C:14]([Cl:17])=[C:13]([F:18])[CH:12]=1)(C(C)(C)C)(C)C.[F-].C([N+](CCCC)(CCCC)CCCC)CCC.O. Product: [Cl:17][C:14]1[CH:15]=[CH:16][C:11]([C@H:10]([N:19]2[CH:24]=[CH:23][C:22]([C:25]3[CH:30]=[CH:29][N:28]=[C:27]([NH:31][C:32]4[CH:37]=[CH:36][N:35]=[C:34]([CH3:38])[N:33]=4)[N:26]=3)=[CH:21][C:20]2=[O:39])[CH2:9][OH:8])=[CH:12][C:13]=1[F:18]. The catalyst class is: 1. (2) Reactant: [C:1]([C:3]1[C:22](F)=[CH:21][C:20]([F:24])=[CH:19][C:4]=1[O:5][C:6]1[CH:7]=[C:8]([NH:12][S:13]([N:16]([CH3:18])[CH3:17])(=[O:15])=[O:14])[CH:9]=[CH:10][CH:11]=1)#[N:2].[F:25][C:26]1[CH:31]=[C:30]([I:32])[CH:29]=[CH:28][C:27]=1[NH2:33].CC(C)([O-])C.[K+]. Product: [C:1]([C:3]1[C:22]([NH:33][C:27]2[CH:28]=[CH:29][C:30]([I:32])=[CH:31][C:26]=2[F:25])=[CH:21][C:20]([F:24])=[CH:19][C:4]=1[O:5][C:6]1[CH:7]=[C:8]([NH:12][S:13]([N:16]([CH3:18])[CH3:17])(=[O:15])=[O:14])[CH:9]=[CH:10][CH:11]=1)#[N:2]. The catalyst class is: 1.